This data is from Peptide-MHC class I binding affinity with 185,985 pairs from IEDB/IMGT. The task is: Regression. Given a peptide amino acid sequence and an MHC pseudo amino acid sequence, predict their binding affinity value. This is MHC class I binding data. (1) The peptide sequence is SVFELSNFA. The MHC is HLA-B07:02 with pseudo-sequence HLA-B07:02. The binding affinity (normalized) is 0.213. (2) The peptide sequence is VLYPFFLL. The MHC is H-2-Db with pseudo-sequence H-2-Db. The binding affinity (normalized) is 0.154.